Dataset: Full USPTO retrosynthesis dataset with 1.9M reactions from patents (1976-2016). Task: Predict the reactants needed to synthesize the given product. (1) Given the product [CH3:61][C:58]([CH3:59])([CH3:60])[C@H:57]([NH:62][C:63](=[O:68])[C@@H:64]([NH:66][CH3:67])[CH3:65])[C:56]([N:15]1[C@H:14]([C:12]([NH:84][C@H:76]([C:73]2[N:72]=[C:71]([CH3:70])[O:75][N:74]=2)[CH2:77][C:78]2[CH:83]=[CH:82][CH:81]=[CH:80][CH:79]=2)=[O:13])[CH2:23][C:22]2[C:17](=[CH:18][C:19]([C@H:24]3[CH2:28][C@@H:27]([C:29](=[O:41])[NH:30][C@H:31]4[C:40]5[C:35](=[CH:36][CH:37]=[CH:38][CH:39]=5)[CH2:34][CH2:33][CH2:32]4)[N:26]([C:42](=[O:55])[C@@H:43]([NH:48][C:49](=[O:54])[C@@H:50]([NH:52][CH3:53])[CH3:51])[C:44]([CH3:45])([CH3:46])[CH3:47])[CH2:25]3)=[CH:20][CH:21]=2)[CH2:16]1)=[O:69], predict the reactants needed to synthesize it. The reactants are: O1C2C(=CC=CC=2)[C@H](N[C:12]([C@@H:14]2[CH2:23][C:22]3[C:17](=[CH:18][C:19]([C@H:24]4[CH2:28][C@@H:27]([C:29](=[O:41])[NH:30][C@H:31]5[C:40]6[C:35](=[CH:36][CH:37]=[CH:38][CH:39]=6)[CH2:34][CH2:33][CH2:32]5)[N:26]([C:42](=[O:55])[C@@H:43]([NH:48][C:49](=[O:54])[C@@H:50]([NH:52][CH3:53])[CH3:51])[C:44]([CH3:47])([CH3:46])[CH3:45])[CH2:25]4)=[CH:20][CH:21]=3)[CH2:16][N:15]2[C:56](=[O:69])[C@@H:57]([NH:62][C:63](=[O:68])[C@@H:64]([NH:66][CH3:67])[CH3:65])[C:58]([CH3:61])([CH3:60])[CH3:59])=[O:13])CC1.[CH3:70][C:71]1[O:75][N:74]=[C:73]([C@@H:76]([NH2:84])[CH2:77][C:78]2[CH:83]=[CH:82][CH:81]=[CH:80][CH:79]=2)[N:72]=1.C(O)(C(F)(F)F)=O. (2) Given the product [N:1]1[CH:6]=[CH:5][CH:4]=[C:3]([CH:7]2[CH2:13][CH:12]3[CH2:14][CH:9]([CH2:10][NH:11]3)[CH2:8]2)[CH:2]=1, predict the reactants needed to synthesize it. The reactants are: [N:1]1[CH:6]=[CH:5][CH:4]=[C:3]([C:7]2[CH2:13][CH:12]3[CH2:14][CH:9]([CH2:10][N:11]3C(OC(C)(C)C)=O)[CH:8]=2)[CH:2]=1.N1C=CC=C(C2CC3CC(C=2)N(C(OC(C)(C)C)=O)C3)C=1. (3) Given the product [Br:1][C:2]1[CH:3]=[C:4]2[C:9](=[CH:10][CH:11]=1)[N:8]=[CH:7][C:6]([N+:12]([O-:14])=[O:13])=[C:5]2[NH:24][C:23]1[C:18]([O:17][CH3:16])=[N:19][CH:20]=[CH:21][CH:22]=1, predict the reactants needed to synthesize it. The reactants are: [Br:1][C:2]1[CH:3]=[C:4]2[C:9](=[CH:10][CH:11]=1)[N:8]=[CH:7][C:6]([N+:12]([O-:14])=[O:13])=[C:5]2Cl.[CH3:16][O:17][C:18]1[C:23]([NH2:24])=[CH:22][CH:21]=[CH:20][N:19]=1. (4) Given the product [CH:1]([C:4]1[CH:5]=[CH:6][C:7]([O:8][CH:9]([CH2:15][C:16]2[CH:21]=[CH:20][C:19]([O:22][CH2:23][CH2:24][NH:25][C:26]([C:28]3[CH:29]=[CH:30][C:31]([C:34]4[CH:39]=[CH:38][CH:37]=[CH:36][C:35]=4[O:40][CH3:41])=[CH:32][CH:33]=3)=[O:27])=[CH:18][CH:17]=2)[C:10]([O-:12])=[O:11])=[CH:42][CH:43]=1)([CH3:3])[CH3:2].[Na+:45], predict the reactants needed to synthesize it. The reactants are: [CH:1]([C:4]1[CH:43]=[CH:42][C:7]([O:8][CH:9]([CH2:15][C:16]2[CH:21]=[CH:20][C:19]([O:22][CH2:23][CH2:24][NH:25][C:26]([C:28]3[CH:33]=[CH:32][C:31]([C:34]4[CH:39]=[CH:38][CH:37]=[CH:36][C:35]=4[O:40][CH3:41])=[CH:30][CH:29]=3)=[O:27])=[CH:18][CH:17]=2)[C:10]([O:12]CC)=[O:11])=[CH:6][CH:5]=1)([CH3:3])[CH3:2].[OH-].[Na+:45]. (5) The reactants are: O[C:2]([CH2:4][CH2:5][CH2:6][CH2:7][C@H:8]1[C@@H:16]2[C@@H:11]([NH:12][C:13]([NH:15]2)=[O:14])[CH2:10][S:9]1)=[O:3].CN(C(ON1N=NC2C=CC=CC1=2)=[N+](C)C)C.F[P-](F)(F)(F)(F)F.CCN(C(C)C)C(C)C.[C:50]([O:54][C:55](=[O:66])[NH:56][CH2:57][CH2:58][O:59][CH2:60][CH2:61][O:62][CH2:63][CH2:64][NH2:65])([CH3:53])([CH3:52])[CH3:51]. Given the product [C:50]([O:54][C:55](=[O:66])[NH:56][CH2:57][CH2:58][O:59][CH2:60][CH2:61][O:62][CH2:63][CH2:64][NH:65][C:2](=[O:3])[CH2:4][CH2:5][CH2:6][CH2:7][CH:8]1[CH:16]2[NH:15][C:13](=[O:14])[NH:12][CH:11]2[CH2:10][S:9]1)([CH3:53])([CH3:51])[CH3:52], predict the reactants needed to synthesize it. (6) Given the product [CH2:28]([NH:32][C:10](=[O:12])[C:9]([C:6]1[CH:5]=[CH:4][C:3]([C:1]#[N:2])=[CH:8][CH:7]=1)([CH3:27])[CH2:13][C:14]1[S:15][C:16]2[CH:22]=[C:21]([O:23][CH3:24])[C:20]([O:25][CH3:26])=[CH:19][C:17]=2[CH:18]=1)[CH2:29][CH2:30][CH3:31], predict the reactants needed to synthesize it. The reactants are: [C:1]([C:3]1[CH:8]=[CH:7][C:6]([C:9]([CH3:27])([CH2:13][C:14]2[S:15][C:16]3[CH:22]=[C:21]([O:23][CH3:24])[C:20]([O:25][CH3:26])=[CH:19][C:17]=3[CH:18]=2)[C:10]([OH:12])=O)=[CH:5][CH:4]=1)#[N:2].[CH2:28]([NH2:32])[CH2:29][CH2:30][CH3:31]. (7) Given the product [CH2:1]([C:3]1[CH:9]=[CH:8][C:6]([NH:7][CH2:12][CH2:11][C:10]([O:14][CH2:15][CH3:16])=[O:13])=[CH:5][CH:4]=1)[CH3:2], predict the reactants needed to synthesize it. The reactants are: [CH2:1]([C:3]1[CH:9]=[CH:8][C:6]([NH2:7])=[CH:5][CH:4]=1)[CH3:2].[C:10]([O:14][CH2:15][CH3:16])(=[O:13])[CH:11]=[CH2:12].[OH-].[Na+]. (8) The reactants are: [C:1]([O:5][C:6](=[O:28])[NH:7][CH2:8][C:9]1[CH:14]=[CH:13][C:12]([CH2:15][NH:16][CH2:17][CH2:18][CH2:19][CH2:20][N:21]([CH2:25][CH2:26][CH3:27])[CH2:22][CH2:23][CH3:24])=[CH:11][CH:10]=1)([CH3:4])([CH3:3])[CH3:2].C(N(CC)CC)C.[CH3:36][S:37](Cl)(=[O:39])=[O:38]. Given the product [C:1]([O:5][C:6](=[O:28])[NH:7][CH2:8][C:9]1[CH:10]=[CH:11][C:12]([CH2:15][N:16]([CH2:17][CH2:18][CH2:19][CH2:20][N:21]([CH2:22][CH2:23][CH3:24])[CH2:25][CH2:26][CH3:27])[S:37]([CH3:36])(=[O:39])=[O:38])=[CH:13][CH:14]=1)([CH3:3])([CH3:4])[CH3:2], predict the reactants needed to synthesize it. (9) Given the product [CH3:1][C:2]1[CH:7]=[CH:6][C:5]([S:8]([O:47][CH2:46][CH2:45][NH:44][C:41]2[C:42](=[O:43])[N:38]([C:34]([CH3:37])([CH3:35])[CH3:36])[S:39](=[O:54])(=[O:55])[C:40]=2[C:48]2[CH:53]=[CH:52][CH:51]=[CH:50][CH:49]=2)(=[O:10])=[O:9])=[CH:4][CH:3]=1, predict the reactants needed to synthesize it. The reactants are: [CH3:1][C:2]1[CH:7]=[CH:6][C:5]([S:8](OCCCNC2C(=O)N(C(C)(C)C)S(=O)(=O)C=2C2C=CC=CC=2)(=[O:10])=[O:9])=[CH:4][CH:3]=1.[C:34]([N:38]1[C:42](=[O:43])[C:41]([NH:44][CH2:45][CH2:46][OH:47])=[C:40]([C:48]2[CH:53]=[CH:52][CH:51]=[CH:50][CH:49]=2)[S:39]1(=[O:55])=[O:54])([CH3:37])([CH3:36])[CH3:35].CC1C=CC(S(Cl)(=O)=O)=CC=1.